Dataset: Full USPTO retrosynthesis dataset with 1.9M reactions from patents (1976-2016). Task: Predict the reactants needed to synthesize the given product. (1) Given the product [F:23][C:2]([F:1])([F:22])[C:3]([N:5]([CH2:6][CH:7]1[CH2:8][CH2:9][N:10]([CH2:24][C:26]2[CH:34]=[CH:33][C:29]([C:30]([OH:32])=[O:31])=[CH:28][CH:27]=2)[CH2:11][CH2:12]1)[C@@H:13]1[CH2:15][C@H:14]1[C:16]1[CH:21]=[CH:20][CH:19]=[CH:18][CH:17]=1)=[O:4], predict the reactants needed to synthesize it. The reactants are: [F:1][C:2]([F:23])([F:22])[C:3]([N:5]([C@H:13]1[CH2:15][C@@H:14]1[C:16]1[CH:21]=[CH:20][CH:19]=[CH:18][CH:17]=1)[CH2:6][CH:7]1[CH2:12][CH2:11][NH:10][CH2:9][CH2:8]1)=[O:4].[CH:24]([C:26]1[CH:34]=[CH:33][C:29]([C:30]([OH:32])=[O:31])=[CH:28][CH:27]=1)=O.C(O[BH-](OC(=O)C)OC(=O)C)(=O)C.[Na+]. (2) Given the product [NH2:1][C:2]1[N:7]=[CH:6][N:5]=[C:4]2[N:8]([CH2:16][C:17]([OH:19])=[O:18])[N:9]=[C:10]([C:11]3[NH:15][CH:14]=[CH:13][N:12]=3)[C:3]=12, predict the reactants needed to synthesize it. The reactants are: [NH2:1][C:2]1[N:7]=[CH:6][N:5]=[C:4]2[N:8]([CH2:16][C:17]([O:19]C(C)(C)C)=[O:18])[N:9]=[C:10]([C:11]3[NH:12][CH2:13][CH2:14][N:15]=3)[C:3]=12.CC(OI1(OC(C)=O)(OC(C)=O)OC(=O)C2C=CC=CC1=2)=O.[O-]S([O-])(=S)=O.[Na+].[Na+].[OH-].[Na+]. (3) Given the product [Br:1][C:2]1[CH:3]=[C:4]([N:9]2[CH2:13][CH2:12][CH2:11][CH2:10]2)[CH:5]=[CH:6][CH:7]=1, predict the reactants needed to synthesize it. The reactants are: [Br:1][C:2]1[CH:7]=[CH:6][CH:5]=[C:4](F)[CH:3]=1.[NH:9]1[CH2:13][CH2:12][CH2:11][CH2:10]1.C([O-])([O-])=O.[K+].[K+]. (4) Given the product [OH:37][CH:38]([CH2:39][CH2:40][CH2:41][CH2:42][CH2:43][CH2:44][CH2:45][C:46]([O:48][CH2:49]/[CH:50]=[CH:51]\[CH2:52][CH2:53][CH2:54][CH2:55][CH2:56][CH3:57])=[O:47])[CH2:58][CH2:59][CH2:60][CH2:61][CH2:62][CH2:63][CH2:64][C:65]([O:67][CH2:68]/[CH:69]=[CH:70]\[CH2:71][CH2:72][CH2:73][CH2:74][CH2:75][CH3:76])=[O:66], predict the reactants needed to synthesize it. The reactants are: C([Si](C)(C)OC(CCCCCCCC(O)=O)CCCCCCCC(O)=O)(C)(C)C.[Si]([O:37][CH:38]([CH2:58][CH2:59][CH2:60][CH2:61][CH2:62][CH2:63][CH2:64][C:65]([O:67][CH2:68]/[CH:69]=[CH:70]\[CH2:71][CH2:72][CH2:73][CH2:74][CH2:75][CH3:76])=[O:66])[CH2:39][CH2:40][CH2:41][CH2:42][CH2:43][CH2:44][CH2:45][C:46]([O:48][CH2:49]/[CH:50]=[CH:51]\[CH2:52][CH2:53][CH2:54][CH2:55][CH2:56][CH3:57])=[O:47])(C(C)(C)C)(C)C.